This data is from Catalyst prediction with 721,799 reactions and 888 catalyst types from USPTO. The task is: Predict which catalyst facilitates the given reaction. (1) Reactant: [CH3:1][C@@H:2]1[CH2:6][CH2:5][C@@H:4]([CH3:7])[P:3]1[Si](C)(C)C.Cl[C:13]1=[C:14](Cl)[C:15]([O:17][C:18]1=[O:19])=[O:16]. Product: [CH3:1][C@@H:2]1[CH2:6][CH2:5][C@@H:4]([CH3:7])[P:3]1[C:13]1[C:18]([O:17][C:15](=[O:16])[C:14]=1[P:3]1[C@H:4]([CH3:7])[CH2:5][CH2:6][C@H:2]1[CH3:1])=[O:19]. The catalyst class is: 28. (2) Reactant: [C:1]([C:4]1[CH:11]=[CH:10][C:7]([CH:8]=O)=[CH:6][CH:5]=1)([OH:3])=[O:2].[CH2:12]([Mg]Cl)[CH:13]([CH3:15])[CH3:14].S(=O)(=O)(O)O. Product: [CH3:12][CH:13]([CH3:15])/[CH:14]=[CH:8]/[C:7]1[CH:10]=[CH:11][C:4]([C:1]([OH:3])=[O:2])=[CH:5][CH:6]=1. The catalyst class is: 30. (3) Reactant: [ClH:1].C(OC([N:9]1[CH2:13][C@H:12]([O:14][CH2:15][C:16]2[CH:21]=[CH:20][CH:19]=[C:18]([O:22][C:23]([F:26])([F:25])[F:24])[CH:17]=2)[CH2:11][C@@H:10]1[C@H:27]1[O:31]C(C)(C)[N:29]([C:34](=[O:36])[CH3:35])[C@H:28]1[CH2:37][C:38]1[CH:43]=[C:42]([F:44])[CH:41]=[C:40]([F:45])[CH:39]=1)=O)(C)(C)C. Product: [ClH:1].[F:45][C:40]1[CH:39]=[C:38]([CH:43]=[C:42]([F:44])[CH:41]=1)[CH2:37][C@H:28]([NH:29][C:34](=[O:36])[CH3:35])[C@H:27]([OH:31])[C@H:10]1[CH2:11][C@@H:12]([O:14][CH2:15][C:16]2[CH:21]=[CH:20][CH:19]=[C:18]([O:22][C:23]([F:26])([F:25])[F:24])[CH:17]=2)[CH2:13][NH:9]1. The catalyst class is: 12. (4) Reactant: [CH3:1][C:2]1[CH:7]=[CH:6][C:5]([C:8]([F:11])([F:10])[F:9])=[CH:4][C:3]=1[NH:12][C:13](=[O:15])[CH3:14].[N+:16]([O-:19])([O-])=[O:17].[K+].[Mn]([O-])(=O)(=O)=O.[K+].[OH2:27].S([O-])([O-])(=O)=O.[Mg+2].[OH2:34]. Product: [C:13]([NH:12][C:3]1[CH:4]=[C:5]([C:8]([F:10])([F:11])[F:9])[C:6]([N+:16]([O-:19])=[O:17])=[CH:7][C:2]=1[C:1]([OH:34])=[O:27])(=[O:15])[CH3:14]. The catalyst class is: 82.